Dataset: Full USPTO retrosynthesis dataset with 1.9M reactions from patents (1976-2016). Task: Predict the reactants needed to synthesize the given product. (1) Given the product [OH:20][C:9]1[CH:8]=[C:7]([CH2:26][CH2:25][CH3:27])[CH:16]=[C:15]2[C:10]=1[C:11](=[O:19])[CH2:12][C:13]([CH3:18])([CH3:17])[O:14]2, predict the reactants needed to synthesize it. The reactants are: FC(F)(F)S(O[C:7]1[CH:16]=[C:15]2[C:10]([C:11](=[O:19])[CH2:12][C:13]([CH3:18])([CH3:17])[O:14]2)=[C:9]([OH:20])[CH:8]=1)(=O)=O.[Cl-].[Li+].[CH:25]([Zn]C(C)C)([CH3:27])[CH3:26].Cl. (2) Given the product [ClH:1].[ClH:1].[CH2:2]([CH:4]1[C:9]2=[N:10][CH:11]=[CH:12][N:13]=[C:8]2[CH2:7][CH2:6][NH:5]1)[CH3:3], predict the reactants needed to synthesize it. The reactants are: [ClH:1].[CH2:2]([CH:4]1[C:9]2=[N:10][CH:11]=[CH:12][N:13]=[C:8]2[CH2:7][CH2:6][N:5]1C(OC(C)(C)C)=O)[CH3:3]. (3) Given the product [N:17]1[CH:18]=[CH:19][C:14]([C:5]2[N:6]=[N:7][C:8]([C:9]([O:11][CH2:12][CH3:13])=[O:10])=[CH:3][N:4]=2)=[CH:15][CH:16]=1, predict the reactants needed to synthesize it. The reactants are: N([C:3]1[N:4]=[C:5]([C:14]2[CH:19]=[CH:18][N:17]=[CH:16][CH:15]=2)[N:6]=[N:7][C:8]=1[C:9]([O:11][CH2:12][CH3:13])=[O:10])N. (4) Given the product [Br:18][C:7]1[CH:8]=[C:9]([C:13]([NH2:15])=[O:14])[C:10](=[O:12])[NH:11][C:6]=1[C:3]([F:5])([F:4])[C:2]([Cl:1])([F:16])[F:17], predict the reactants needed to synthesize it. The reactants are: [Cl:1][C:2]([F:17])([F:16])[C:3]([C:6]1[NH:11][C:10](=[O:12])[C:9]([C:13]([NH2:15])=[O:14])=[CH:8][CH:7]=1)([F:5])[F:4].[Br:18]N1C(=O)CCC1=O.O. (5) Given the product [C:1]([C:3]1[CH:4]=[C:5]([C:13]2[N:17]([CH3:18])[N:16]=[CH:15][C:14]=2[CH3:19])[C:6]([CH3:12])=[C:7]([CH:11]=1)[C:8]([NH:21][CH2:22][C:23]1[C:24](=[O:31])[NH:25][C:26]([CH3:30])=[CH:27][C:28]=1[CH3:29])=[O:10])#[N:2], predict the reactants needed to synthesize it. The reactants are: [C:1]([C:3]1[CH:4]=[C:5]([C:13]2[N:17]([CH3:18])[N:16]=[CH:15][C:14]=2[CH3:19])[C:6]([CH3:12])=[C:7]([CH:11]=1)[C:8]([OH:10])=O)#[N:2].Cl.[NH2:21][CH2:22][C:23]1[C:24](=[O:31])[NH:25][C:26]([CH3:30])=[CH:27][C:28]=1[CH3:29].C(N(CC)C(C)C)(C)C.F[P-](F)(F)(F)(F)F.N1(OC(N(C)C)=[N+](C)C)C2N=CC=CC=2N=N1.